This data is from Full USPTO retrosynthesis dataset with 1.9M reactions from patents (1976-2016). The task is: Predict the reactants needed to synthesize the given product. (1) Given the product [CH3:58][O:59][C:60](=[O:64])[CH2:61][CH2:62][NH:63][C:30](=[O:32])[C:29]1[CH:33]=[CH:34][C:26]([CH2:25][N:8]([C:5]2[CH:6]=[CH:7][C:2]([Cl:1])=[CH:3][CH:4]=2)[C:9]2[S:10][CH:11]=[C:12]([C:14]3[CH:15]=[CH:16][C:17]([O:20][C:21]([F:22])([F:24])[F:23])=[CH:18][CH:19]=3)[N:13]=2)=[CH:27][CH:28]=1, predict the reactants needed to synthesize it. The reactants are: [Cl:1][C:2]1[CH:7]=[CH:6][C:5]([N:8]([CH2:25][C:26]2[CH:34]=[CH:33][C:29]([C:30]([OH:32])=O)=[CH:28][CH:27]=2)[C:9]2[S:10][CH:11]=[C:12]([C:14]3[CH:19]=[CH:18][C:17]([O:20][C:21]([F:24])([F:23])[F:22])=[CH:16][CH:15]=3)[N:13]=2)=[CH:4][CH:3]=1.ON1C2C=CC=CC=2N=N1.Cl.C(N=C=NCCCN(C)C)C.Cl.[CH3:58][O:59][C:60](=[O:64])[CH2:61][CH2:62][NH2:63]. (2) Given the product [OH:7][CH:8]1[CH2:13][NH:12][C:11](=[O:14])[N:10]2[C:15]3[N:21]=[CH:20][CH:19]=[CH:18][C:16]=3[CH:17]=[C:9]12, predict the reactants needed to synthesize it. The reactants are: O1CCCCC1[O:7][CH:8]1[CH2:13][NH:12][C:11](=[O:14])[N:10]2[C:15]3[N:21]=[CH:20][CH:19]=[CH:18][C:16]=3[CH:17]=[C:9]12. (3) Given the product [C:14]([O:18][C:19]([C@H:21]1[CH2:26][CH2:25][C@@H:24]([O:27][CH2:28][CH2:29][CH2:30][F:11])[CH2:23][CH2:22]1)=[O:20])([CH3:17])([CH3:16])[CH3:15], predict the reactants needed to synthesize it. The reactants are: COCCN(S(F)(F)[F:11])CCOC.[C:14]([O:18][C:19]([C@H:21]1[CH2:26][CH2:25][C@@H:24]([O:27][CH2:28][CH2:29][CH2:30]O)[CH2:23][CH2:22]1)=[O:20])([CH3:17])([CH3:16])[CH3:15].C(=O)(O)[O-].[Na+]. (4) Given the product [CH3:26][C:23]1[N:22]=[N:21][C:20]([N:18]2[C:8]([C:5]3[CH:4]=[CH:3][C:2]([CH3:1])=[CH:7][N:6]=3)=[CH:9][C:10]([C:11]([O:13][CH2:14][CH3:15])=[O:12])=[N:19]2)=[CH:25][CH:24]=1, predict the reactants needed to synthesize it. The reactants are: [CH3:1][C:2]1[CH:3]=[CH:4][C:5]([C:8](=O)[CH2:9][C:10](=O)[C:11]([O:13][CH2:14][CH3:15])=[O:12])=[N:6][CH:7]=1.[NH:18]([C:20]1[N:21]=[N:22][C:23]([CH3:26])=[CH:24][CH:25]=1)[NH2:19].Cl.C(=O)(O)[O-].[Na+]. (5) Given the product [C:29]([NH:28][S:27]([C:22]1[CH:23]=[CH:24][CH:25]=[CH:26][C:21]=1[C:18]1[CH:17]=[CH:16][C:15]([NH:14][C:13](=[O:35])[C:8]([NH:7][C:6]([NH:58][C:55]2[CH:56]=[CH:57][C:52]([Cl:51])=[CH:53][CH:54]=2)=[O:36])([CH2:37][OH:43])[CH2:9][OH:10])=[CH:20][CH:19]=1)(=[O:33])=[O:34])([CH3:30])([CH3:31])[CH3:32], predict the reactants needed to synthesize it. The reactants are: C(O[C:6](=[O:36])[NH:7][C:8]([C:13](=[O:35])[NH:14][C:15]1[CH:20]=[CH:19][C:18]([C:21]2[CH:26]=[CH:25][CH:24]=[CH:23][C:22]=2[S:27](=[O:34])(=[O:33])[NH:28][C:29]([CH3:32])([CH3:31])[CH3:30])=[CH:17][CH:16]=1)(O)[CH:9](C)[OH:10])(C)(C)C.[C:37]([OH:43])(C(F)(F)F)=O.C(N(CC)CC)C.[Cl:51][C:52]1[CH:57]=[CH:56][C:55]([N:58]=C=O)=[CH:54][CH:53]=1.